Dataset: Full USPTO retrosynthesis dataset with 1.9M reactions from patents (1976-2016). Task: Predict the reactants needed to synthesize the given product. (1) The reactants are: O[CH2:2][C:3]1[CH:8]=[CH:7][N:6]([C:9]2[CH:14]=[CH:13][CH:12]=[CH:11][CH:10]=2)[C:5](=[O:15])[CH:4]=1.C(Br)(Br)(Br)[Br:17].C1C=CC(P(C2C=CC=CC=2)C2C=CC=CC=2)=CC=1. Given the product [Br:17][CH2:2][C:3]1[CH:8]=[CH:7][N:6]([C:9]2[CH:14]=[CH:13][CH:12]=[CH:11][CH:10]=2)[C:5](=[O:15])[CH:4]=1, predict the reactants needed to synthesize it. (2) Given the product [OH:31][C:27]([C:24]1[CH:23]=[C:22]([CH3:21])[O:26][N:25]=1)([CH3:28])[C:29]#[C:30][C:2]1[CH:3]=[CH:4][C:5]2[O:11][CH:10]([CH2:12][OH:13])[CH2:9][N:8]3[CH:14]=[C:15]([C:17]([NH2:19])=[O:18])[N:16]=[C:7]3[C:6]=2[CH:20]=1, predict the reactants needed to synthesize it. The reactants are: Br[C:2]1[CH:3]=[CH:4][C:5]2[O:11][CH:10]([CH2:12][OH:13])[CH2:9][N:8]3[CH:14]=[C:15]([C:17]([NH2:19])=[O:18])[N:16]=[C:7]3[C:6]=2[CH:20]=1.[CH3:21][C:22]1[O:26][N:25]=[C:24]([C:27]([OH:31])([C:29]#[CH:30])[CH3:28])[CH:23]=1. (3) Given the product [CH:1]([C:4]1[C:5]([N:20]2[CH:31]=[CH:30][N:28]=[C:21]2[C:22]2[CH:23]=[CH:24][CH:25]=[CH:26][CH:27]=2)=[C:6]([CH:17]([CH3:19])[CH3:18])[C:7]2[O:16][C:11]3=[N:12][CH:13]=[CH:14][CH:15]=[C:10]3[C:8]=2[CH:9]=1)([CH3:2])[CH3:3], predict the reactants needed to synthesize it. The reactants are: [CH:1]([C:4]1[C:5]([N:20]=[C:21]([NH2:28])[C:22]2[CH:27]=[CH:26][CH:25]=[CH:24][CH:23]=2)=[C:6]([CH:17]([CH3:19])[CH3:18])[C:7]2[O:16][C:11]3=[N:12][CH:13]=[CH:14][CH:15]=[C:10]3[C:8]=2[CH:9]=1)([CH3:3])[CH3:2].Cl[CH2:30][CH:31]=O.C(=O)(O)[O-].[Na+]. (4) Given the product [CH3:13][O:12][C:4]1[CH:3]=[C:2]([NH:1][C:87]([CH:45]2[CH2:46][CH:47]([O:68][CH2:69][CH2:70][CH2:71][CH2:72][CH2:73][CH2:74][CH2:75][CH2:76][CH2:77][CH2:78][CH2:79][CH2:80][CH2:81][CH2:82][CH2:83][CH2:84][CH2:85][CH3:86])[CH:48]([O:49][CH2:50][CH2:51][CH2:52][CH2:53][CH2:54][CH2:55][CH2:56][CH2:57][CH2:58][CH2:59][CH2:60][CH2:61][CH2:62][CH2:63][CH2:64][CH2:65][CH2:66][CH3:67])[CH:43]([O:42][CH2:24][CH2:25][CH2:26][CH2:27][CH2:28][CH2:29][CH2:30][CH2:31][CH2:32][CH2:33][CH2:34][CH2:35][CH2:36][CH2:37][CH2:38][CH2:39][CH2:40][CH3:41])[CH2:44]2)=[O:88])[CH:11]=[CH:10][C:5]=1[C:6]([O:8][CH3:9])=[O:7], predict the reactants needed to synthesize it. The reactants are: [NH2:1][C:2]1[CH:11]=[CH:10][C:5]([C:6]([O:8][CH3:9])=[O:7])=[C:4]([O:12][CH3:13])[CH:3]=1.C1C=CC2N(O)N=NC=2C=1.[CH2:24]([O:42][CH:43]1[CH:48]([O:49][CH2:50][CH2:51][CH2:52][CH2:53][CH2:54][CH2:55][CH2:56][CH2:57][CH2:58][CH2:59][CH2:60][CH2:61][CH2:62][CH2:63][CH2:64][CH2:65][CH2:66][CH3:67])[CH:47]([O:68][CH2:69][CH2:70][CH2:71][CH2:72][CH2:73][CH2:74][CH2:75][CH2:76][CH2:77][CH2:78][CH2:79][CH2:80][CH2:81][CH2:82][CH2:83][CH2:84][CH2:85][CH3:86])[CH2:46][CH:45]([C:87](O)=[O:88])[CH2:44]1)[CH2:25][CH2:26][CH2:27][CH2:28][CH2:29][CH2:30][CH2:31][CH2:32][CH2:33][CH2:34][CH2:35][CH2:36][CH2:37][CH2:38][CH2:39][CH2:40][CH3:41].CCN=C=NCCCN(C)C.Cl.